From a dataset of Full USPTO retrosynthesis dataset with 1.9M reactions from patents (1976-2016). Predict the reactants needed to synthesize the given product. (1) Given the product [F:58][C:48]1[CH:47]=[CH:46][CH:45]=[C:44]2[C:49]=1[C:50]1[CH:51]([C:53]3[S:54][CH:55]=[CH:56][CH:57]=3)[O:52][C:40]3[CH:39]=[CH:38][C:37]([C:18]4[C:19]([N:21]([CH3:26])[S:22]([CH3:25])(=[O:23])=[O:24])=[CH:20][C:10]5[O:9][C:8]([C:5]6[CH:6]=[CH:7][C:2]([F:1])=[CH:3][CH:4]=6)=[C:12]([C:13]([NH:15][CH3:16])=[O:14])[C:11]=5[CH:17]=4)=[N:59][C:41]=3[C:42]=1[NH:43]2, predict the reactants needed to synthesize it. The reactants are: [F:1][C:2]1[CH:7]=[CH:6][C:5]([C:8]2[O:9][C:10]3[CH:20]=[C:19]([N:21]([CH3:26])[S:22]([CH3:25])(=[O:24])=[O:23])[C:18](B4OC(C)(C)C(C)(C)O4)=[CH:17][C:11]=3[C:12]=2[C:13]([NH:15][CH3:16])=[O:14])=[CH:4][CH:3]=1.Cl[C:37]1[CH:38]=[CH:39][C:40]2[O:52][CH:51]([C:53]3[S:54][CH:55]=[CH:56][CH:57]=3)[C:50]3[C:49]4[C:44](=[CH:45][CH:46]=[CH:47][C:48]=4[F:58])[NH:43][C:42]=3[C:41]=2[N:59]=1.[O-]P([O-])([O-])=O.[K+].[K+].[K+].CC(C1C=C(C(C)C)C(C2C=CC=CC=2P(C2CCCCC2)C2CCCCC2)=C(C(C)C)C=1)C. (2) The reactants are: [CH2:1]([O:4][C:5]([C:7]1[C:16]([OH:17])=[CH:15][C:14]2[C:9](=[CH:10][C:11]([O:18][CH2:19][CH2:20][CH3:21])=[CH:12][CH:13]=2)[CH:8]=1)=[O:6])[CH2:2][CH3:3].C(=O)([O-])[O-].[K+].[K+].[CH2:28](Br)[C:29]1[CH:34]=[CH:33][CH:32]=[CH:31][CH:30]=1.O. Given the product [CH2:1]([O:4][C:5]([C:7]1[C:16]([O:17][CH2:28][C:29]2[CH:34]=[CH:33][CH:32]=[CH:31][CH:30]=2)=[CH:15][C:14]2[C:9](=[CH:10][C:11]([O:18][CH2:19][CH2:20][CH3:21])=[CH:12][CH:13]=2)[CH:8]=1)=[O:6])[CH2:2][CH3:3], predict the reactants needed to synthesize it. (3) Given the product [N+:1]([C:4]1[CH:5]=[C:6]([C:10]2[CH2:15][CH2:14][N:13]([CH2:16][CH2:17][CH2:18][NH2:19])[CH2:12][CH:11]=2)[CH:7]=[CH:8][CH:9]=1)([O-:3])=[O:2], predict the reactants needed to synthesize it. The reactants are: [N+:1]([C:4]1[CH:5]=[C:6]([C:10]2[CH2:11][CH2:12][N:13]([CH2:16][CH2:17][CH2:18][NH:19]C(=O)OC(C)(C)C)[CH2:14][CH:15]=2)[CH:7]=[CH:8][CH:9]=1)([O-:3])=[O:2].Cl. (4) Given the product [F:1][C:2]1([F:13])[CH2:3][C@H:4]([CH2:8][OH:7])[NH:5][C:11]1=[O:12], predict the reactants needed to synthesize it. The reactants are: [F:1][C:2]1([F:13])[C:11](=[O:12])[N:5]2C(C)(C)[O:7][CH2:8][C@H:4]2[CH2:3]1. (5) Given the product [NH2:27][C:3]1[N:2]=[CH:1][N:6]=[C:5]2[C:4]=1[N:9]=[CH:8][N:7]2[C@@H:10]1[O:14][C@H:13]([CH2:15][C@@H:16]([NH:24][C:30]([O:32][C:33]([CH3:36])([CH3:35])[CH3:34])=[O:31])[CH2:17][CH2:18][C@H:19]([NH:23][C:49]([O:51][C:33]([CH3:36])([CH3:35])[CH3:34])=[O:50])[C:20]([OH:22])=[O:21])[C@@H:12]([OH:25])[C@H:11]1[OH:26], predict the reactants needed to synthesize it. The reactants are: [CH:1]1[N:2]=[C:3]([NH2:27])[C:4]2[N:9]=[CH:8][N:7]([C@@H:10]3[O:14][C@H:13]([CH2:15][C@@H:16]([NH2:24])[CH2:17][CH2:18][C@H:19]([NH2:23])[C:20]([OH:22])=[O:21])[C@@H:12]([OH:25])[C@H:11]3[OH:26])[C:5]=2[N:6]=1.[OH-].[Na+].[C:30](O[C:30]([O:32][C:33]([CH3:36])([CH3:35])[CH3:34])=[O:31])([O:32][C:33]([CH3:36])([CH3:35])[CH3:34])=[O:31].O.CO.C[C:49]([OH:51])=[O:50]. (6) Given the product [C:17]([C:14]1[CH:15]=[CH:16][C:11]([C:2]2[CH:7]=[CH:6][C:5]([O:8][CH3:9])=[CH:4][CH:3]=2)=[C:12]([NH2:20])[CH:13]=1)(=[O:19])[CH3:18], predict the reactants needed to synthesize it. The reactants are: I[C:2]1[CH:7]=[CH:6][C:5]([O:8][CH3:9])=[CH:4][CH:3]=1.Br[C:11]1[CH:16]=[CH:15][C:14]([C:17](=[O:19])[CH3:18])=[CH:13][C:12]=1[N+:20]([O-])=O.